This data is from Catalyst prediction with 721,799 reactions and 888 catalyst types from USPTO. The task is: Predict which catalyst facilitates the given reaction. (1) Reactant: [CH2:1]1[N:6]([C:7]2[CH:17]=[CH:16][C:10]([C:11](OCC)=[O:12])=[CH:9][CH:8]=2)[CH2:5][CH2:4][N:3]2[CH2:18][CH2:19][CH2:20][CH:2]12.O.[NH2:22][NH2:23].O. Product: [CH2:1]1[N:6]([C:7]2[CH:17]=[CH:16][C:10]([C:11]([NH:22][NH2:23])=[O:12])=[CH:9][CH:8]=2)[CH2:5][CH2:4][N:3]2[CH2:18][CH2:19][CH2:20][CH:2]12. The catalyst class is: 8. (2) Reactant: [F:1][C:2]1([F:28])[CH2:6][CH2:5][N:4]([C:7]2[N:15]=[C:14]([O:16][CH2:17][C:18]([CH3:21])([CH3:20])[CH3:19])[N:13]=[C:12]3[C:8]=2[N:9]=[CH:10][N:11]3C2CCCCO2)[CH2:3]1.CC1C=CC(S(O)(=O)=O)=CC=1. Product: [F:28][C:2]1([F:1])[CH2:6][CH2:5][N:4]([C:7]2[N:15]=[C:14]([O:16][CH2:17][C:18]([CH3:20])([CH3:19])[CH3:21])[N:13]=[C:12]3[C:8]=2[N:9]=[CH:10][NH:11]3)[CH2:3]1. The catalyst class is: 14. (3) Reactant: [F:1][C:2]1[C:3]([O:11][C:12]2[CH:13]=[C:14]([C:19]3[CH:24]=[CH:23][CH:22]=[C:21]([CH2:25][NH:26]C(=O)OC(C)(C)C)[CH:20]=3)[CH:15]=[C:16]([CH3:18])[CH:17]=2)=[N:4][C:5]([CH:9]=[CH2:10])=[C:6]([F:8])[CH:7]=1.[N+](=[CH:36][C:37]([O:39][C:40]([CH3:43])([CH3:42])[CH3:41])=[O:38])=[N-]. Product: [NH2:26][CH2:25][C:21]1[CH:20]=[C:19]([C:14]2[CH:15]=[C:16]([CH3:18])[CH:17]=[C:12]([O:11][C:3]3[N:4]=[C:5]([CH:9]4[CH2:10][CH:36]4[C:37]([O:39][C:40]([CH3:43])([CH3:42])[CH3:41])=[O:38])[C:6]([F:8])=[CH:7][C:2]=3[F:1])[CH:13]=2)[CH:24]=[CH:23][CH:22]=1. The catalyst class is: 113. (4) Product: [CH2:46]([O:45][C:43]([N:21]([CH2:22][C:23]1[N:33]([CH2:34][C:35]([OH:37])=[O:36])[C:26]2[CH:27]=[CH:28][C:29]([C:31]#[N:32])=[CH:30][C:25]=2[N:24]=1)[C:18]1[CH:19]=[CH:20][C:15]([O:14][CH:11]2[CH2:10][CH2:9][N:8]([C:6]([O:5][C:1]([CH3:4])([CH3:2])[CH3:3])=[O:7])[CH2:13][CH2:12]2)=[CH:16][CH:17]=1)=[O:44])[C:47]1[CH:48]=[CH:49][CH:50]=[CH:51][CH:52]=1. Reactant: [C:1]([O:5][C:6]([N:8]1[CH2:13][CH2:12][CH:11]([O:14][C:15]2[CH:20]=[CH:19][C:18]([N:21]([C:43]([O:45][CH2:46][C:47]3[CH:52]=[CH:51][CH:50]=[CH:49][CH:48]=3)=[O:44])[CH2:22][C:23](=O)[NH:24][C:25]3[CH:30]=[C:29]([C:31]#[N:32])[CH:28]=[CH:27][C:26]=3[NH:33][CH2:34][C:35]([O:37]C(C)(C)C)=[O:36])=[CH:17][CH:16]=2)[CH2:10][CH2:9]1)=[O:7])([CH3:4])([CH3:3])[CH3:2]. The catalyst class is: 15. (5) Reactant: [CH3:1][N:2]1[C:10]2[C:5](=[CH:6][CH:7]=[C:8]([C:11]([O-])=[O:12])[CH:9]=2)[C:4]([N:14]2[CH2:19][CH2:18][N:17]([CH3:20])[CH2:16][CH2:15]2)=[N:3]1.[Li+].C(Cl)CCl.C1C=CC2N(O)N=NC=2C=1.CCN(CC)CC.[F:43][C:44]([F:55])([F:54])[O:45][C:46]1[CH:53]=[CH:52][C:49]([CH2:50][NH2:51])=[CH:48][CH:47]=1. Product: [F:43][C:44]([F:54])([F:55])[O:45][C:46]1[CH:53]=[CH:52][C:49]([CH2:50][NH:51][C:11]([C:8]2[CH:9]=[C:10]3[C:5]([C:4]([N:14]4[CH2:19][CH2:18][N:17]([CH3:20])[CH2:16][CH2:15]4)=[N:3][N:2]3[CH3:1])=[CH:6][CH:7]=2)=[O:12])=[CH:48][CH:47]=1. The catalyst class is: 39. (6) Reactant: [C:1]1([CH3:18])[CH:6]=[CH:5][CH:4]=[C:3]([NH:7][CH2:8][CH2:9][C@@H:10]([C:12]2[CH:17]=[CH:16][CH:15]=[CH:14][CH:13]=2)[OH:11])[CH:2]=1.C(N(CC)CC)C.[C:26](=O)(OC(Cl)(Cl)Cl)[O:27]C(Cl)(Cl)Cl. Product: [C:12]1([C@H:10]2[O:11][C:26](=[O:27])[N:7]([C:3]3[CH:2]=[C:1]([CH3:18])[CH:6]=[CH:5][CH:4]=3)[CH2:8][CH2:9]2)[CH:17]=[CH:16][CH:15]=[CH:14][CH:13]=1. The catalyst class is: 2. (7) The catalyst class is: 99. Product: [CH3:1][N:2]1[CH2:7][CH2:6][N:5]([CH2:8][C:9]2[CH:10]=[C:11]([CH:12]=[C:13]([C:15]([F:18])([F:16])[F:17])[CH:14]=2)[NH2:19])[CH2:4][CH2:3]1. Reactant: [CH3:1][N:2]1[CH2:7][CH2:6][N:5]([CH2:8][C:9]2[CH:14]=[C:13]([C:15]([F:18])([F:17])[F:16])[CH:12]=[C:11]([N+:19]([O-])=O)[CH:10]=2)[CH2:4][CH2:3]1. (8) Reactant: [CH:1]12[N:7]([C:8]([O:10][C:11]([CH3:14])([CH3:13])[CH3:12])=[O:9])[CH:4]([CH2:5][CH2:6]1)[CH2:3][CH2:2]2.CN(C)CCN(C)C.[Li]C(CC)C.C1CCCCC1.[CH3:34][C:35]([S:38](/[N:40]=[CH:41]/[C:42]1[O:43][C:44]([CH3:47])=[CH:45][CH:46]=1)=[O:39])([CH3:37])[CH3:36]. Product: [CH3:36][C:35]([CH3:37])([S:38]([NH:40][CH:41]([C:42]1[O:43][C:44]([CH3:47])=[CH:45][CH:46]=1)[C:1]12[N:7]([C:8]([O:10][C:11]([CH3:14])([CH3:13])[CH3:12])=[O:9])[CH:4]([CH2:3][CH2:2]1)[CH2:5][CH2:6]2)=[O:39])[CH3:34]. The catalyst class is: 28.